Dataset: Forward reaction prediction with 1.9M reactions from USPTO patents (1976-2016). Task: Predict the product of the given reaction. Given the reactants [O:1]=[S:2]1(=[O:37])[CH2:7][CH2:6][CH:5]([NH:8][S:9]([C:12]2[CH:13]=[N:14][C:15]([C:18]3[CH:23]=[CH:22][N:21]=[C:20]4[N:24](S(C5C=CC=CC=5)(=O)=O)[C:25]([CH3:27])=[CH:26][C:19]=34)=[N:16][CH:17]=2)(=[O:11])=[O:10])[CH2:4][CH2:3]1.CCCC[N+](CCCC)(CCCC)CCCC.[F-], predict the reaction product. The product is: [O:37]=[S:2]1(=[O:1])[CH2:3][CH2:4][CH:5]([NH:8][S:9]([C:12]2[CH:13]=[N:14][C:15]([C:18]3[CH:23]=[CH:22][N:21]=[C:20]4[NH:24][C:25]([CH3:27])=[CH:26][C:19]=34)=[N:16][CH:17]=2)(=[O:11])=[O:10])[CH2:6][CH2:7]1.